From a dataset of CYP2D6 inhibition data for predicting drug metabolism from PubChem BioAssay. Regression/Classification. Given a drug SMILES string, predict its absorption, distribution, metabolism, or excretion properties. Task type varies by dataset: regression for continuous measurements (e.g., permeability, clearance, half-life) or binary classification for categorical outcomes (e.g., BBB penetration, CYP inhibition). Dataset: cyp2d6_veith. (1) The drug is Cc1ncc(CSc2ccccc2N)c(CO)c1O. The result is 1 (inhibitor). (2) The compound is N[C@@H](Cc1cnc[nH]1)C(=O)O. The result is 0 (non-inhibitor). (3) The compound is CC(C)Oc1ccc(/C(O)=C2/C(=O)C(=O)N(Cc3cccnc3)C2c2ccco2)cc1. The result is 0 (non-inhibitor). (4) The drug is COc1ccc2c(c1)OC1=C(C(=O)CCC1)C2C1=C(O)CCCC1=O. The result is 0 (non-inhibitor). (5) The molecule is COc1c(O)ccc2c1CN1CCc3cc4c(cc3[C@@H]1C2)OCO4. The result is 1 (inhibitor).